Dataset: Forward reaction prediction with 1.9M reactions from USPTO patents (1976-2016). Task: Predict the product of the given reaction. (1) Given the reactants [Br-:1].O[C@@H:3]1[CH2:8][CH2:7][CH2:6][N+:5]([CH2:10][C:11](=[O:18])[NH:12][C:13]2[CH:17]=[CH:16][O:15][N:14]=2)([CH3:9])[CH2:4]1.CN1CCC([OH:26])CC1, predict the reaction product. The product is: [Br-:1].[OH:26][CH:8]1[CH2:7][CH2:6][N+:5]([CH2:10][C:11](=[O:18])[NH:12][C:13]2[CH:17]=[CH:16][O:15][N:14]=2)([CH3:9])[CH2:4][CH2:3]1. (2) Given the reactants Cl.CN(C)CCCN=C=NCC.CCN(CC)CC.[N:20]1[N:21]([C:29]2[N:50]=[CH:49][CH:48]=[CH:47][C:30]=2[C:31]([NH:33][CH:34]([CH2:40][C:41]2[CH:46]=[CH:45][CH:44]=[CH:43][CH:42]=2)[CH:35]([OH:39])[C:36](O)=[O:37])=[O:32])[CH:22]=[C:23]2[C:28]=1[CH:27]=[CH:26][CH:25]=[CH:24]2.Cl.[CH3:52][O:53][NH2:54], predict the reaction product. The product is: [OH:39][CH:35]([C:36]([NH:54][O:53][CH3:52])=[O:37])[CH:34]([NH:33][C:31](=[O:32])[C:30]1[CH:47]=[CH:48][CH:49]=[N:50][C:29]=1[N:21]1[CH:22]=[C:23]2[C:28]([CH:27]=[CH:26][CH:25]=[CH:24]2)=[N:20]1)[CH2:40][C:41]1[CH:42]=[CH:43][CH:44]=[CH:45][CH:46]=1.